This data is from Forward reaction prediction with 1.9M reactions from USPTO patents (1976-2016). The task is: Predict the product of the given reaction. (1) Given the reactants [CH:1]1([CH2:4][C@H:5]([C@@H:28](O)[CH2:29][CH2:30][CH2:31][CH3:32])[C:6]([NH:8][CH:9]2[N:15]=[C:14]([C:16]3[CH:21]=[CH:20][CH:19]=[CH:18][N:17]=3)[C:13]3[CH:22]=[CH:23][CH:24]=[CH:25][C:12]=3[N:11]([CH3:26])[C:10]2=[O:27])=[O:7])[CH2:3][CH2:2]1.NC1N=C(C2C=CC=CN=2)C2C=CC=CC=2N(C)C1=O, predict the reaction product. The product is: [O:7]=[C:6]([NH:8][CH:9]1[N:15]=[C:14]([C:16]2[CH:21]=[CH:20][CH:19]=[CH:18][N:17]=2)[C:13]2[CH:22]=[CH:23][CH:24]=[CH:25][C:12]=2[N:11]([CH3:26])[C:10]1=[O:27])[C@H:5]([CH2:4][CH:1]1[CH2:2][CH2:3]1)[CH2:28][CH2:29][CH2:30][CH2:31][CH3:32]. (2) Given the reactants [CH3:1][N:2]([CH3:11])[C:3](=[O:10])[C:4]1[CH:9]=[CH:8][CH:7]=[CH:6][CH:5]=1.[Cl:12][C:13]1[C:14](=[O:40])[N:15]([CH2:30]C2C=CC(C(O)=O)=CC=2)[C:16]([CH3:29])=[CH:17][C:18]=1[O:19][CH2:20][C:21]1[CH:26]=[CH:25][C:24]([F:27])=[CH:23][C:22]=1[F:28].ON1C2C=CC=CC=2N=N1.CN1CCOCC1.CNC.Cl.CN(C)CCCN=C=NCC, predict the reaction product. The product is: [Cl:12][C:13]1[C:14](=[O:40])[N:15]([CH2:30][C:7]2[CH:6]=[CH:5][C:4]([C:3]([N:2]([CH3:11])[CH3:1])=[O:10])=[CH:9][CH:8]=2)[C:16]([CH3:29])=[CH:17][C:18]=1[O:19][CH2:20][C:21]1[CH:26]=[CH:25][C:24]([F:27])=[CH:23][C:22]=1[F:28]. (3) The product is: [ClH:35].[CH2:22]([O:21][C:19]([C:16]1([NH:15][CH:12]2[CH2:13][CH2:14][C@@H:9]([NH2:8])[C@@H:10]([NH2:24])[CH2:11]2)[CH2:17][CH2:18]1)=[O:20])[CH3:23]. Given the reactants C(OC([N:8](C(OC(C)(C)C)=O)[C@@H:9]1[CH2:14][CH2:13][CH:12]([NH:15][C:16]2([C:19]([O:21][CH2:22][CH3:23])=[O:20])[CH2:18][CH2:17]2)[CH2:11][C@@H:10]1[NH2:24])=O)(C)(C)C.C(O)C.[ClH:35], predict the reaction product. (4) Given the reactants [CH3:1][C:2]1[CH:7]=[CH:6][CH:5]=[C:4]([CH3:8])[C:3]=1[NH:9][C:10](=[O:31])[CH2:11][N:12]1[CH2:17][CH2:16][N:15]([CH2:18][CH:19]([OH:30])[CH2:20][CH2:21]C2C=CC(OC)=CC=2)[CH2:14][CH2:13]1.CO[C:34]1[CH:41]=[CH:40][C:37]([CH2:38]Cl)=[CH:36][CH:35]=1, predict the reaction product. The product is: [CH3:8][C:4]1[CH:5]=[CH:6][CH:7]=[C:2]([CH3:1])[C:3]=1[NH:9][C:10](=[O:31])[CH2:11][N:12]1[CH2:17][CH2:16][N:15]([CH2:18][CH:19]([OH:30])[CH2:20][CH2:21][CH2:38][C:37]2[CH:40]=[CH:41][CH:34]=[CH:35][CH:36]=2)[CH2:14][CH2:13]1. (5) Given the reactants [Cl:1][C:2]1[CH:12]=[CH:11][C:5]([C:6]([O:8][CH2:9][CH3:10])=[O:7])=[CH:4][C:3]=1[O:13][C:14]1[CH:19]=[CH:18][N:17]=[C:16](Cl)[CH:15]=1.[CH3:21][C:22]1[N:23]=[C:24]([NH2:27])[S:25][CH:26]=1.P([O-])([O-])([O-])=O.[K+].[K+].[K+].O, predict the reaction product. The product is: [Cl:1][C:2]1[CH:12]=[CH:11][C:5]([C:6]([O:8][CH2:9][CH3:10])=[O:7])=[CH:4][C:3]=1[O:13][C:14]1[CH:19]=[CH:18][N:17]=[C:16]([NH:27][C:24]2[S:25][CH:26]=[C:22]([CH3:21])[N:23]=2)[CH:15]=1. (6) The product is: [Cl:1][C:2]1[CH:9]=[C:8]([C:20]2[CH:21]=[C:22]([CH:26]([CH:34]3[CH2:36][CH2:35]3)[NH:27][S:28]([CH:31]([CH3:33])[CH3:32])(=[O:29])=[O:30])[CH:23]=[N:24][CH:25]=2)[CH:7]=[CH:6][C:3]=1[C:4]#[N:5]. Given the reactants [Cl:1][C:2]1[CH:9]=[C:8](B2OC(C)(C)C(C)(C)O2)[CH:7]=[CH:6][C:3]=1[C:4]#[N:5].Br[C:20]1[CH:21]=[C:22]([CH:26]([CH:34]2[CH2:36][CH2:35]2)[NH:27][S:28]([CH:31]([CH3:33])[CH3:32])(=[O:30])=[O:29])[CH:23]=[N:24][CH:25]=1.C([O-])([O-])=O.[Na+].[Na+], predict the reaction product.